Task: Predict the product of the given reaction.. Dataset: Forward reaction prediction with 1.9M reactions from USPTO patents (1976-2016) (1) The product is: [CH2:7]([O:14][C:15]1[CH:20]=[C:19]([CH2:21][CH:22]([NH2:25])[CH2:23][CH3:24])[CH:18]=[CH:17][C:16]=1[CH3:28])[C:8]1[CH:13]=[CH:12][CH:11]=[CH:10][CH:9]=1. Given the reactants [H-].[H-].[H-].[H-].[Li+].[Al+3].[CH2:7]([O:14][C:15]1[CH:20]=[C:19]([CH:21]=[C:22]([N+:25]([O-])=O)[CH2:23][CH3:24])[CH:18]=[CH:17][C:16]=1[CH3:28])[C:8]1[CH:13]=[CH:12][CH:11]=[CH:10][CH:9]=1.O.[OH-].[Na+], predict the reaction product. (2) The product is: [CH3:1][O:2][C:3](=[O:15])[CH2:4][CH2:5][CH2:6][CH2:7][CH2:8][CH2:9][CH2:10][CH2:11][CH2:12][CH2:13][I:16]. Given the reactants [CH3:1][O:2][C:3](=[O:15])[CH2:4][CH2:5][CH2:6][CH2:7][CH2:8][CH2:9][CH2:10][CH2:11][CH2:12][CH2:13]Br.[I-:16].[Na+], predict the reaction product.